Dataset: Reaction yield outcomes from USPTO patents with 853,638 reactions. Task: Predict the reaction yield, written as a fraction of the theoretical maximum amount of product (1.0 means a 100% yield; for example, 0.34 means a 34% yield). (1) The reactants are Br[C:2]1[CH:3]=[CH:4][C:5]2[O:9][C:8]([C:14]3[CH:19]=[C:18]([Cl:20])[CH:17]=[C:16]([Cl:21])[CH:15]=3)([C:10]([F:13])([F:12])[F:11])[CH2:7][C:6]=2[CH:22]=1.[B:23]1([B:23]2[O:27][C:26]([CH3:29])([CH3:28])[C:25]([CH3:31])([CH3:30])[O:24]2)[O:27][C:26]([CH3:29])([CH3:28])[C:25]([CH3:31])([CH3:30])[O:24]1.CC([O-])=O.[K+]. The catalyst is O1CCOCC1.C1C=CC(P(C2C=CC=CC=2)[C-]2C=CC=C2)=CC=1.C1C=CC(P(C2C=CC=CC=2)[C-]2C=CC=C2)=CC=1.Cl[Pd]Cl.[Fe+2]. The product is [Cl:21][C:16]1[CH:15]=[C:14]([C:8]2([C:10]([F:13])([F:12])[F:11])[CH2:7][C:6]3[CH:22]=[C:2]([B:23]4[O:27][C:26]([CH3:29])([CH3:28])[C:25]([CH3:31])([CH3:30])[O:24]4)[CH:3]=[CH:4][C:5]=3[O:9]2)[CH:19]=[C:18]([Cl:20])[CH:17]=1. The yield is 0.890. (2) The reactants are [Br:1][C:2]1[CH:3]=[CH:4][C:5]([N+:15]([O-])=O)=[C:6]([CH:14]=1)[O:7][C@H:8]([CH3:13])[C:9](OC)=[O:10]. The catalyst is C(O)(=O)C.C(OCC)(=O)C.[Fe]. The product is [Br:1][C:2]1[CH:3]=[CH:4][C:5]2[NH:15][C:9](=[O:10])[C@@H:8]([CH3:13])[O:7][C:6]=2[CH:14]=1. The yield is 0.960. (3) The reactants are [CH3:1][S:2](Cl)(=[O:4])=[O:3].[C:6]([N:10]1[C:14]([NH:15][C:16](=[O:29])[C:17]2[CH:22]=[CH:21][C:20]([N:23]3[CH2:28][CH2:27][NH:26][CH2:25][CH2:24]3)=[CH:19][CH:18]=2)=[CH:13][C:12]([CH2:30][CH2:31][C:32]2[CH:37]=[CH:36][CH:35]=[C:34]([O:38][CH3:39])[CH:33]=2)=[N:11]1)([CH3:9])([CH3:8])[CH3:7].C(N(CC)CC)C. The catalyst is C(Cl)Cl.C(=O)([O-])O.[Na+]. The product is [C:6]([N:10]1[C:14]([NH:15][C:16](=[O:29])[C:17]2[CH:18]=[CH:19][C:20]([N:23]3[CH2:28][CH2:27][N:26]([S:2]([CH3:1])(=[O:4])=[O:3])[CH2:25][CH2:24]3)=[CH:21][CH:22]=2)=[CH:13][C:12]([CH2:30][CH2:31][C:32]2[CH:37]=[CH:36][CH:35]=[C:34]([O:38][CH3:39])[CH:33]=2)=[N:11]1)([CH3:9])([CH3:8])[CH3:7]. The yield is 0.940.